This data is from Catalyst prediction with 721,799 reactions and 888 catalyst types from USPTO. The task is: Predict which catalyst facilitates the given reaction. (1) Reactant: [CH3:1][O:2][N:3]([CH3:18])[C:4]([C:6]1[S:7][C:8](I)=[C:9]2[CH2:14][C:13]([CH3:16])([CH3:15])[CH2:12][CH2:11][C:10]=12)=[O:5].[F-:19].[K+].Cl[C:22]([F:28])([F:27])C(OC)=O. Product: [CH3:1][O:2][N:3]([CH3:18])[C:4]([C:6]1[S:7][C:8]([C:22]([F:28])([F:19])[F:27])=[C:9]2[CH2:14][C:13]([CH3:16])([CH3:15])[CH2:12][CH2:11][C:10]=12)=[O:5]. The catalyst class is: 122. (2) Reactant: Br[C:2]1[CH:7]=[CH:6][C:5]([O:8][CH3:9])=[CH:4][CH:3]=1.C([Li])CCC.CCCCCC.[CH2:21]([O:28][C:29]1[N:36]=[C:35]([CH3:37])[CH:34]=[CH:33][C:30]=1[CH:31]=[O:32])[C:22]1[CH:27]=[CH:26][CH:25]=[CH:24][CH:23]=1.C(OC1C(C(C2C=CC(CC)=CC=2)O)=CC=C(C)N=1)C1C=CC=CC=1. Product: [CH2:21]([O:28][C:29]1[C:30]([CH:31]([C:2]2[CH:7]=[CH:6][C:5]([O:8][CH3:9])=[CH:4][CH:3]=2)[OH:32])=[CH:33][CH:34]=[C:35]([CH3:37])[N:36]=1)[C:22]1[CH:23]=[CH:24][CH:25]=[CH:26][CH:27]=1. The catalyst class is: 7. (3) Reactant: Cl[S:2]([CH2:5][C@H:6]([CH3:17])[C:7]([O:9][CH2:10][C:11]1[CH:16]=[CH:15][CH:14]=[CH:13][CH:12]=1)=[O:8])(=[O:4])=[O:3].[NH3:18]. Product: [NH2:18][S:2]([CH2:5][C@H:6]([CH3:17])[C:7]([O:9][CH2:10][C:11]1[CH:16]=[CH:15][CH:14]=[CH:13][CH:12]=1)=[O:8])(=[O:4])=[O:3]. The catalyst class is: 124. (4) Reactant: [F:1][C:2]1[C:3]([OH:11])=[N:4][CH:5]=[C:6]([N+:8]([O-:10])=[O:9])[CH:7]=1.[C:12]([O-])([O-])=O.[K+].[K+]. Product: [F:1][C:2]1[C:3](=[O:11])[N:4]([CH3:12])[CH:5]=[C:6]([N+:8]([O-:10])=[O:9])[CH:7]=1. The catalyst class is: 3. (5) Product: [C:54]12([CH2:64][C:65]([NH:39][C:37]3[C:36]([C:40]([F:43])([F:41])[F:42])=[N:35][N:34]([C:29]4[N:28]=[CH:33][CH:32]=[CH:31][N:30]=4)[CH:38]=3)=[O:66])[CH2:61][CH:60]3[CH2:59][CH:58]([CH2:57][CH:56]([CH2:62]3)[CH2:55]1)[CH2:63]2. The catalyst class is: 18. Reactant: F[P-](F)(F)(F)(F)F.N1(O[P+](N(C)C)(N(C)C)N(C)C)C2C=CC=CC=2N=N1.[N:28]1[CH:33]=[CH:32][CH:31]=[N:30][C:29]=1[N:34]1[CH:38]=[C:37]([NH2:39])[C:36]([C:40]([F:43])([F:42])[F:41])=[N:35]1.C1C=CC2N(O)N=NC=2C=1.[C:54]12([CH2:64][C:65](O)=[O:66])[CH2:63][CH:58]3[CH2:59][CH:60]([CH2:62][CH:56]([CH2:57]3)[CH2:55]1)[CH2:61]2.CCN(C(C)C)C(C)C. (6) Product: [CH3:17][C:16]1[N:12]([CH2:11][CH:2]2[CH:1]3[CH2:10][CH:5]4[CH2:6][CH:7]([CH2:9][CH:3]2[CH2:4]4)[CH2:8]3)[N:13]=[CH:14][CH:15]=1. The catalyst class is: 7. Reactant: [CH:1]12[CH2:10][CH:5]3[CH2:6][CH:7]([CH2:9][CH:3]([CH2:4]3)[CH:2]1[CH2:11][N:12]1[CH:16]=[CH:15][CH:14]=[N:13]1)[CH2:8]2.[C:17]1(C)C=CC=CC=1.C([Li])CCC.CI.